This data is from Forward reaction prediction with 1.9M reactions from USPTO patents (1976-2016). The task is: Predict the product of the given reaction. The product is: [Cl:57][C:54]1[S:53][C:52]([CH:51]=[CH:50][S:47]([N:32]2[CH2:31][C@H:30]([CH2:29][OH:28])[N:35]([CH2:36][C:37]3[NH:45][C:44]4[CH:43]=[CH:42][N:41]=[CH:40][C:39]=4[CH:38]=3)[C:34](=[O:46])[CH2:33]2)(=[O:48])=[O:49])=[CH:56][CH:55]=1. Given the reactants C(O)(=O)C.[F-].C([N+](CCCC)(CCCC)CCCC)CCC.C([SiH2][O:28][C:29](C)(C)[C@@H:30]1[N:35]([CH2:36][C:37]2[NH:45][C:44]3[CH:43]=[CH:42][N:41]=[CH:40][C:39]=3[CH:38]=2)[C:34](=[O:46])[CH2:33][N:32]([S:47]([CH:50]=[CH:51][C:52]2[S:53][C:54]([Cl:57])=[CH:55][CH:56]=2)(=[O:49])=[O:48])[CH2:31]1)(C)(C)C, predict the reaction product.